Task: Predict the reactants needed to synthesize the given product.. Dataset: Full USPTO retrosynthesis dataset with 1.9M reactions from patents (1976-2016) (1) Given the product [F:26][C:27]1[CH:32]=[CH:31][C:30]([C:2]2[CH:7]=[CH:6][C:5]([C@@H:8]([N:10]3[CH2:15][CH2:14][C@:13]([CH2:22][CH2:23][OH:24])([C:16]4[CH:17]=[CH:18][CH:19]=[CH:20][CH:21]=4)[CH2:12][C:11]3=[O:25])[CH3:9])=[CH:4][CH:3]=2)=[CH:29][CH:28]=1, predict the reactants needed to synthesize it. The reactants are: Br[C:2]1[CH:7]=[CH:6][C:5]([C@@H:8]([N:10]2[CH2:15][CH2:14][C@:13]([CH2:22][CH2:23][OH:24])([C:16]3[CH:21]=[CH:20][CH:19]=[CH:18][CH:17]=3)[CH2:12][C:11]2=[O:25])[CH3:9])=[CH:4][CH:3]=1.[F:26][C:27]1[CH:32]=[CH:31][C:30](B(O)O)=[CH:29][CH:28]=1.C([O-])([O-])=O.[Cs+].[Cs+]. (2) Given the product [N:15]1[CH:16]=[CH:17][CH:18]=[CH:19][C:14]=1[C:4]1[CH:12]=[CH:11][C:7]([C:8]([OH:10])=[O:9])=[CH:6][CH:5]=1, predict the reactants needed to synthesize it. The reactants are: B([C:4]1[CH:12]=[CH:11][C:7]([C:8]([OH:10])=[O:9])=[CH:6][CH:5]=1)(O)O.Br[C:14]1[CH:19]=[CH:18][CH:17]=[CH:16][N:15]=1.C([O-])([O-])=O.[K+].[K+].